Dataset: Reaction yield outcomes from USPTO patents with 853,638 reactions. Task: Predict the reaction yield, written as a fraction of the theoretical maximum amount of product (1.0 means a 100% yield; for example, 0.34 means a 34% yield). (1) The catalyst is S(=O)(=O)(O)O.C(Cl)(Cl)Cl. The reactants are [OH:1][CH:2]([CH2:9][CH3:10])[CH:3]([N+:6]([O-:8])=[O:7])[CH2:4][CH3:5].[C:11](OC(=O)C)(=[O:13])[CH3:12]. The yield is 0.860. The product is [C:11]([O:1][CH:2]([CH2:9][CH3:10])[CH:3]([N+:6]([O-:8])=[O:7])[CH2:4][CH3:5])(=[O:13])[CH3:12]. (2) The reactants are [Cl:1][C:2]1[CH:9]=[CH:8][C:5]([CH:6]=[O:7])=[C:4]([OH:10])[CH:3]=1.C(=O)([O-])[O-].[Cs+].[Cs+].[CH2:17]1[CH2:21]OC[CH2:18]1. No catalyst specified. The product is [CH2:21]([O:10][C:4]1[CH:3]=[C:2]([Cl:1])[CH:9]=[CH:8][C:5]=1[CH:6]=[O:7])[CH:17]=[CH2:18]. The yield is 0.970. (3) The reactants are [CH:1]1([C:7]2[C:15]3[C:10](=[CH:11][CH:12]=[C:13]([C:16]([O:18][CH3:19])=[O:17])[CH:14]=3)[NH:9][C:8]=2[Si](C)(C)C)[CH2:6][CH2:5][CH2:4][CH2:3][CH2:2]1.[Br:24]N1C(=O)CCC1=O. The catalyst is C(Cl)(Cl)(Cl)Cl.[O-]S([O-])(=S)=O.[Na+].[Na+]. The product is [Br:24][C:8]1[NH:9][C:10]2[C:15]([C:7]=1[CH:1]1[CH2:6][CH2:5][CH2:4][CH2:3][CH2:2]1)=[CH:14][C:13]([C:16]([O:18][CH3:19])=[O:17])=[CH:12][CH:11]=2. The yield is 0.940. (4) The reactants are [N:1]1[C:6]2[CH:7]=[CH:8][CH:9]=[CH:10][C:5]=2[N:4]=[C:3]([N:11]2[CH2:16][CH2:15][N:14]([CH2:17][C:18]([NH:20][C:21]3[CH:30]=[CH:29][CH:28]=[CH:27][C:22]=3[C:23]([O:25]C)=[O:24])=[O:19])[CH2:13][CH2:12]2)[N:2]=1.[Li+].[OH-].CO. The catalyst is O. The product is [N:1]1[C:6]2[CH:7]=[CH:8][CH:9]=[CH:10][C:5]=2[N:4]=[C:3]([N:11]2[CH2:16][CH2:15][N:14]([CH2:17][C:18]([NH:20][C:21]3[CH:30]=[CH:29][CH:28]=[CH:27][C:22]=3[C:23]([OH:25])=[O:24])=[O:19])[CH2:13][CH2:12]2)[N:2]=1. The yield is 0.610. (5) The reactants are [CH3:1][C:2]1[C:11]2[NH:10]C(=O)O[C:7](=[O:13])[C:6]=2[CH:5]=[C:4]([N:14]2[CH:18]=[N:17][CH:16]=[N:15]2)[CH:3]=1.[CH3:19][NH2:20]. The catalyst is C1COCC1. The product is [NH2:10][C:11]1[C:2]([CH3:1])=[CH:3][C:4]([N:14]2[CH:18]=[N:17][CH:16]=[N:15]2)=[CH:5][C:6]=1[C:7]([NH:20][CH3:19])=[O:13]. The yield is 0.150. (6) The reactants are [Cl:1][C:2]1[CH:3]=[C:4]([C:8]#[CH:9])[CH:5]=[CH:6][CH:7]=1.[CH2:10]([O:12][C:13]([N:15]1[CH2:20][CH2:19][NH:18][CH2:17][CH2:16]1)=[O:14])[CH3:11].[CH:21](=O)[CH2:22][CH2:23][CH2:24][CH3:25]. The catalyst is [Au](Br)(Br)Br. The product is [CH2:10]([O:12][C:13]([N:15]1[CH2:16][CH2:17][N:18]([CH:21]([C:9]#[C:8][C:4]2[CH:5]=[CH:6][CH:7]=[C:2]([Cl:1])[CH:3]=2)[CH2:22][CH2:23][CH2:24][CH3:25])[CH2:19][CH2:20]1)=[O:14])[CH3:11]. The yield is 0.550. (7) The reactants are C(O[C:6](=[O:18])[C:7]1[CH:12]=[CH:11][C:10]([CH2:13][CH3:14])=[C:9]([N+:15]([O-:17])=[O:16])[CH:8]=1)(C)(C)C.C=O.[CH3:21][C:22]([CH3:25])([O-:24])[CH3:23].[K+].CCCCCC.C[CH2:34][O:35]C(C)=O. The catalyst is CS(C)=O.C(Cl)Cl. The product is [C:22]([O:24][C:6]([C:7]1[CH:12]=[CH:11][C:10]([CH:13]([CH3:14])[CH2:34][OH:35])=[C:9]([N+:15]([O-:17])=[O:16])[CH:8]=1)=[O:18])([CH3:25])([CH3:23])[CH3:21]. The yield is 0.940.